This data is from Forward reaction prediction with 1.9M reactions from USPTO patents (1976-2016). The task is: Predict the product of the given reaction. (1) Given the reactants C(O[BH-](OC(=O)C)OC(=O)C)(=O)C.[Na+].[CH:15](=O)[C:16]1[CH:21]=[CH:20][CH:19]=[CH:18][CH:17]=1.[NH2:23][C:24]1[CH:29]=[CH:28][CH:27]=[CH:26][CH:25]=1, predict the reaction product. The product is: [CH2:15]([NH:23][C:24]1[CH:29]=[CH:28][CH:27]=[CH:26][CH:25]=1)[C:16]1[CH:21]=[CH:20][CH:19]=[CH:18][CH:17]=1. (2) Given the reactants [I-].Cl[C:3]1C=CC=C[N+:4]=1C.C(N(CC)CC)C.Cl.CN.[C:20]([NH:23][CH2:24][CH2:25][N:26]1[C:34]2[C:29](=[CH:30][CH:31]=[C:32]([O:35][CH3:36])[CH:33]=2)[CH:28]=[C:27]1[C:37]([OH:39])=O)(=[O:22])[CH3:21], predict the reaction product. The product is: [C:20]([NH:23][CH2:24][CH2:25][N:26]1[C:34]2[C:29](=[CH:30][CH:31]=[C:32]([O:35][CH3:36])[CH:33]=2)[CH:28]=[C:27]1[C:37]([NH:4][CH3:3])=[O:39])(=[O:22])[CH3:21]. (3) Given the reactants [F:1][C:2]1[C:7]([S:8]([C:11]([F:14])([F:13])[F:12])(=[O:10])=[O:9])=[CH:6][CH:5]=[CH:4][C:3]=1[CH:15]1[CH2:20][CH2:19][NH:18][CH2:17][CH2:16]1.C(=O)([O-])[O-].[K+].[K+].I[CH2:28][CH2:29][CH3:30], predict the reaction product. The product is: [F:1][C:2]1[C:7]([S:8]([C:11]([F:14])([F:13])[F:12])(=[O:9])=[O:10])=[CH:6][CH:5]=[CH:4][C:3]=1[CH:15]1[CH2:20][CH2:19][N:18]([CH2:28][CH2:29][CH3:30])[CH2:17][CH2:16]1.